This data is from Full USPTO retrosynthesis dataset with 1.9M reactions from patents (1976-2016). The task is: Predict the reactants needed to synthesize the given product. (1) Given the product [C:1]([C:3]1[CH:8]=[C:7]([CH3:9])[CH:6]=[CH:5][C:4]=1[C:10]1[CH:11]=[C:12]([C:27]([N:66]2[CH2:67][CH:64]([OH:63])[CH2:65]2)=[O:28])[CH:13]=[C:14]([C:16]([NH:17][CH2:18][C:19]2[CH:20]=[N:21][C:22]([CH3:25])=[CH:23][CH:24]=2)=[O:26])[CH:15]=1)#[N:2], predict the reactants needed to synthesize it. The reactants are: [C:1]([C:3]1[CH:8]=[C:7]([CH3:9])[CH:6]=[CH:5][C:4]=1[C:10]1[CH:15]=[C:14]([C:16](=[O:26])[NH:17][CH2:18][C:19]2[CH:20]=[N:21][C:22]([CH3:25])=[CH:23][CH:24]=2)[CH:13]=[C:12]([C:27](O)=[O:28])[CH:11]=1)#[N:2].Cl.CN(C)CCCN=C=NCC.O.ON1C2C=CC=CC=2N=N1.C(N(CC)C(C)C)(C)C.Cl.[OH:63][CH:64]1[CH2:67][NH:66][CH2:65]1. (2) Given the product [NH:1]1[C:5]2[CH:6]=[CH:7][CH:8]=[CH:9][C:4]=2[N:3]=[C:2]1[S:10]([CH2:13][CH2:14][CH2:15][CH2:16][NH:17][CH2:26][C:20]1[C:19]([CH3:18])=[CH:24][C:23]([CH3:25])=[CH:22][N:21]=1)(=[O:12])=[O:11], predict the reactants needed to synthesize it. The reactants are: [NH:1]1[C:5]2[CH:6]=[CH:7][CH:8]=[CH:9][C:4]=2[N:3]=[C:2]1[S:10]([CH2:13][CH2:14][CH2:15][CH2:16][NH2:17])(=[O:12])=[O:11].[CH3:18][C:19]1[C:20]([CH:26]=O)=[N:21][CH:22]=[C:23]([CH3:25])[CH:24]=1.[BH4-].[Na+].C([O-])(O)=O.[Na+]. (3) Given the product [NH2:1][C@@H:4]1[CH2:9][CH2:8][CH2:7][CH2:6][C@@H:5]1[N:10]1[C:14]([C:15]2[CH:20]=[CH:19][CH:18]=[CH:17][CH:16]=2)=[C:13]([C:21]([O:23][CH2:24][CH3:25])=[O:22])[N:12]=[CH:11]1, predict the reactants needed to synthesize it. The reactants are: [N:1]([C@@H:4]1[CH2:9][CH2:8][CH2:7][CH2:6][C@@H:5]1[N:10]1[C:14]([C:15]2[CH:20]=[CH:19][CH:18]=[CH:17][CH:16]=2)=[C:13]([C:21]([O:23][CH2:24][CH3:25])=[O:22])[N:12]=[CH:11]1)=[N+]=[N-]. (4) Given the product [C:1]([C:3]1[CH:8]=[C:7]([C:9]2[CH:14]=[CH:13][N:12]=[C:11]([NH:15][C:16]3[CH:17]=[CH:18][C:19]([CH2:22][CH2:23][N:33]([CH2:34][CH3:35])[CH2:32][CH3:31])=[CH:20][CH:21]=3)[N:10]=2)[CH:6]=[CH:5][C:4]=1[NH:25][C:26](=[O:30])[CH:27]([CH3:29])[CH3:28])#[N:2], predict the reactants needed to synthesize it. The reactants are: [C:1]([C:3]1[CH:8]=[C:7]([C:9]2[CH:14]=[CH:13][N:12]=[C:11]([NH:15][C:16]3[CH:21]=[CH:20][C:19]([CH2:22][CH2:23]O)=[CH:18][CH:17]=3)[N:10]=2)[CH:6]=[CH:5][C:4]=1[NH:25][C:26](=[O:30])[CH:27]([CH3:29])[CH3:28])#[N:2].[CH3:31][CH2:32][N:33](C(C)C)[CH:34](C)[CH3:35].CS(Cl)(=O)=O.N(CC)CC.